Dataset: Forward reaction prediction with 1.9M reactions from USPTO patents (1976-2016). Task: Predict the product of the given reaction. (1) Given the reactants [C:1]([N:5]1[C:9](=[O:10])[C:8](Cl)=[C:7]([C:12]2[CH:17]=[CH:16][CH:15]=[CH:14][CH:13]=2)[S:6]1(=[O:19])=[O:18])([CH3:4])([CH3:3])C.[Cl:20][C:21]1[CH:22]=[C:23]([CH2:29][CH2:30][NH2:31])[CH:24]=[CH:25][C:26]=1[O:27][CH3:28], predict the reaction product. The product is: [Cl:20][C:21]1[CH:22]=[C:23]([CH2:29][CH2:30][NH:31][C:8]2[C:9](=[O:10])[N:5]([CH:1]([CH3:3])[CH3:4])[S:6](=[O:18])(=[O:19])[C:7]=2[C:12]2[CH:13]=[CH:14][CH:15]=[CH:16][CH:17]=2)[CH:24]=[CH:25][C:26]=1[O:27][CH3:28]. (2) Given the reactants [F:1][C:2]([F:36])([F:35])[C:3]1[CH:4]=[C:5]([CH:28]=[C:29]([C:31]([F:34])([F:33])[F:32])[CH:30]=1)[C:6]([N:8]1[CH2:13][CH2:12][N:11](CC(O)=O)[CH2:10][C@H:9]1[CH2:18][C:19]1[C:27]2[C:22](=[CH:23][CH:24]=[CH:25][CH:26]=2)[NH:21][CH:20]=1)=[O:7].CCCCCCCCC.[ClH:46].CN(C)CCCN=C=NCC.ON1C2C=CC=CC=2N=N1.C(=O)(O)[O-].[Na+], predict the reaction product. The product is: [ClH:46].[F:34][C:31]([F:32])([F:33])[C:29]1[CH:28]=[C:5]([CH:4]=[C:3]([C:2]([F:1])([F:35])[F:36])[CH:30]=1)[C:6]([N:8]1[CH2:13][CH2:12][NH:11][CH2:10][CH:9]1[CH2:18][C:19]1[C:27]2[C:22](=[CH:23][CH:24]=[CH:25][CH:26]=2)[NH:21][CH:20]=1)=[O:7]. (3) Given the reactants O[CH:2]([C:22]1[CH:23]=[C:24]2[C:29](=[CH:30][CH:31]=1)[C:28](=[O:32])[O:27][C@H:26]([CH3:33])[CH2:25]2)[CH2:3][N:4]1[CH2:9][CH2:8][N:7]([C:10]([O:12][CH2:13][C:14]2[CH:19]=[CH:18][CH:17]=[CH:16][CH:15]=2)=[O:11])[CH2:6][C@H:5]1[CH2:20]O.S(Cl)(Cl)=O.[CH2:38]([NH2:41])[CH:39]=[CH2:40].[I-].[Na+], predict the reaction product. The product is: [CH2:38]([N:41]1[CH:2]([C:22]2[CH:23]=[C:24]3[C:29](=[CH:30][CH:31]=2)[C:28](=[O:32])[O:27][C@H:26]([CH3:33])[CH2:25]3)[CH2:3][N:4]2[CH2:9][CH2:8][N:7]([C:10]([O:12][CH2:13][C:14]3[CH:19]=[CH:18][CH:17]=[CH:16][CH:15]=3)=[O:11])[CH2:6][C@H:5]2[CH2:20]1)[CH:39]=[CH2:40]. (4) Given the reactants [CH:1]1[C:13]2[CH:12]([CH2:14][O:15][C:16]([NH:18][C:19]([CH3:24])([CH3:23])[C:20](O)=[O:21])=[O:17])[C:11]3[C:6](=[CH:7][CH:8]=[CH:9][CH:10]=3)[C:5]=2[CH:4]=[CH:3][CH:2]=1.CCN(C(C)C)C(C)C.CN(C(ON1N=NC2C=CC=NC1=2)=[N+](C)C)C.F[P-](F)(F)(F)(F)F.[NH2:58][C@H:59]([CH2:80][O:81][CH2:82][C:83]1[CH:88]=[CH:87][C:86]([O:89][CH3:90])=[CH:85][CH:84]=1)[C:60]([N:62]1[CH2:79][CH2:78][CH2:77][C:64]2([C:68](=[O:69])[N:67]([CH3:70])[CH2:66][CH:65]2[C:71]2[CH:76]=[CH:75][CH:74]=[CH:73][CH:72]=2)[CH2:63]1)=[O:61], predict the reaction product. The product is: [CH:10]1[C:11]2[CH:12]([CH2:14][O:15][C:16](=[O:17])[NH:18][C:19]([C:20](=[O:21])[NH:58][C@H:59]([CH2:80][O:81][CH2:82][C:83]3[CH:84]=[CH:85][C:86]([O:89][CH3:90])=[CH:87][CH:88]=3)[C:60]([N:62]3[CH2:79][CH2:78][CH2:77][C:64]4([C:68](=[O:69])[N:67]([CH3:70])[CH2:66][CH:65]4[C:71]4[CH:72]=[CH:73][CH:74]=[CH:75][CH:76]=4)[CH2:63]3)=[O:61])([CH3:24])[CH3:23])[C:13]3[C:5](=[CH:4][CH:3]=[CH:2][CH:1]=3)[C:6]=2[CH:7]=[CH:8][CH:9]=1.